From a dataset of Forward reaction prediction with 1.9M reactions from USPTO patents (1976-2016). Predict the product of the given reaction. (1) Given the reactants [C:1]([C:4]1[CH:5]=[C:6]2[CH:12]=[CH:11][NH:10][C:7]2=[N:8][CH:9]=1)([CH3:3])=[CH2:2], predict the reaction product. The product is: [CH:1]([C:4]1[CH:5]=[C:6]2[CH:12]=[CH:11][NH:10][C:7]2=[N:8][CH:9]=1)([CH3:3])[CH3:2]. (2) The product is: [CH2:11]([N:12]([CH2:25][C:26]1[CH:27]=[CH:28][C:19]([CH2:14][CH2:13][N:38]2[CH2:42][CH2:41][CH2:40][CH2:39]2)=[CH:20][CH:21]=1)[C:13]1[CH:18]=[CH:17][CH:16]=[CH:15][C:14]=1[C@@H:19]1[CH2:28][CH2:27][C:26]2[CH:25]=[C:24]([OH:29])[CH:23]=[CH:22][C:21]=2[CH2:20]1)[CH3:10]. Given the reactants C(CC1C=CC(C[CH2:10][CH2:11][NH:12][C:13]2[CH:18]=[CH:17][CH:16]=[CH:15][C:14]=2[C@@H:19]2[CH2:28][CH2:27][C:26]3[CH:25]=[C:24]([O:29]C(=O)C(C)(C)C)[CH:23]=[CH:22][C:21]=3[CH2:20]2)=CC=1)(O)=O.[NH:38]1[CH2:42][CH2:41][CH2:40][CH2:39]1, predict the reaction product. (3) Given the reactants Br[C:2]([CH3:9])([CH3:8])[C:3]([O:5][CH2:6][CH3:7])=[O:4].[CH2:10]([SH:13])[CH:11]=[CH2:12].[OH-].[K+], predict the reaction product. The product is: [CH2:6]([O:5][C:3](=[O:4])[C:2]([S:13][CH2:10][CH:11]=[CH2:12])([CH3:9])[CH3:8])[CH3:7]. (4) Given the reactants C([O:3][C:4]([CH:6]1[CH2:11][CH2:10][CH2:9][N:8]([C:12]2[N:13]=[C:14]([N:24]3[CH2:29][CH2:28][N:27]4[C:30]([C:33]([F:36])([F:35])[F:34])=[N:31][N:32]=[C:26]4[CH2:25]3)[C:15]3[CH:20]=[C:19]([CH2:21][CH2:22][CH3:23])[S:18][C:16]=3[N:17]=2)[CH2:7]1)=[O:5])C.CO.[OH-].[Na+].Cl, predict the reaction product. The product is: [CH2:21]([C:19]1[S:18][C:16]2[N:17]=[C:12]([N:8]3[CH2:9][CH2:10][CH2:11][CH:6]([C:4]([OH:5])=[O:3])[CH2:7]3)[N:13]=[C:14]([N:24]3[CH2:29][CH2:28][N:27]4[C:30]([C:33]([F:34])([F:36])[F:35])=[N:31][N:32]=[C:26]4[CH2:25]3)[C:15]=2[CH:20]=1)[CH2:22][CH3:23]. (5) Given the reactants F[C:2]1[CH:7]=[CH:6][N:5]2[C:8]([C:11]([NH:13][C:14]3[CH:22]=[CH:21][CH:20]=[C:19]4[C:15]=3[C:16]([CH3:33])=[N:17][N:18]4[CH2:23][C:24]3[CH:29]=[CH:28][CH:27]=[C:26]([CH:30]([CH3:32])[CH3:31])[N:25]=3)=[O:12])=[CH:9][N:10]=[C:4]2[CH:3]=1.[CH3:34][N:35]1[CH2:40][CH2:39][N:38]([CH2:41][CH2:42][OH:43])[CH2:37][CH2:36]1.O1CCN(CCO)CC1, predict the reaction product. The product is: [CH:30]1([C:26]2[N:25]=[C:24]([CH2:23][N:18]3[C:19]4[C:15](=[C:14]([NH:13][C:11]([C:8]5[N:5]6[CH:6]=[CH:7][C:2]([O:43][CH2:42][CH2:41][N:38]7[CH2:39][CH2:40][N:35]([CH3:34])[CH2:36][CH2:37]7)=[CH:3][C:4]6=[N:10][CH:9]=5)=[O:12])[CH:22]=[CH:21][CH:20]=4)[C:16]([CH3:33])=[N:17]3)[CH:29]=[CH:28][CH:27]=2)[CH2:32][CH2:31]1. (6) The product is: [C:1]([O:5][C:6](=[O:7])[NH:8][C@H:9]([CH:10]([OH:27])[C:11]1[O:12][C:13]([C:16]2[CH:17]=[CH:18][C:19]([O:22][C:23]([F:25])([F:24])[F:26])=[CH:20][CH:21]=2)=[N:14][N:15]=1)[CH2:31][CH3:32])([CH3:2])([CH3:3])[CH3:4]. Given the reactants [C:1]([O:5][C:6]([NH:8][CH:9]([CH2:31][CH3:32])[C@H:10]([O:27]C(=O)C)[C:11]1[O:12][C:13]([C:16]2[CH:21]=[CH:20][C:19]([O:22][C:23]([F:26])([F:25])[F:24])=[CH:18][CH:17]=2)=[N:14][N:15]=1)=[O:7])([CH3:4])([CH3:3])[CH3:2].O.[OH-].[Li+], predict the reaction product.